This data is from Catalyst prediction with 721,799 reactions and 888 catalyst types from USPTO. The task is: Predict which catalyst facilitates the given reaction. (1) Reactant: [Cl:1][C:2]1[CH:3]=[C:4]([C:12]2[O:16][N:15]=[C:14]([C:17]3[CH:18]=[CH:19][CH:20]=[C:21]4[C:25]=3[NH:24][CH:23]=[C:22]4[CH2:26][CH2:27][CH2:28][CH2:29][C:30]([O:32]CC)=[O:31])[N:13]=2)[CH:5]=[CH:6][C:7]=1[O:8][CH:9]([CH3:11])[CH3:10].[OH-].[Na+]. Product: [Cl:1][C:2]1[CH:3]=[C:4]([C:12]2[O:16][N:15]=[C:14]([C:17]3[CH:18]=[CH:19][CH:20]=[C:21]4[C:25]=3[NH:24][CH:23]=[C:22]4[CH2:26][CH2:27][CH2:28][CH2:29][C:30]([OH:32])=[O:31])[N:13]=2)[CH:5]=[CH:6][C:7]=1[O:8][CH:9]([CH3:10])[CH3:11]. The catalyst class is: 193. (2) Reactant: [C:1]([O:5][C:6]([N:8]1[CH2:12][CH2:11][CH2:10][CH:9]1[C:13]1[NH:14][C:15]([C:18]2[CH:23]=[CH:22][C:21]([Br:24])=[C:20]([C:25](OC)=[O:26])[CH:19]=2)=[CH:16][N:17]=1)=[O:7])([CH3:4])([CH3:3])[CH3:2].CC(C[AlH]CC(C)C)C.C1COCC1. Product: [C:1]([O:5][C:6]([N:8]1[CH2:12][CH2:11][CH2:10][CH:9]1[C:13]1[NH:14][C:15]([C:18]2[CH:23]=[CH:22][C:21]([Br:24])=[C:20]([CH2:25][OH:26])[CH:19]=2)=[CH:16][N:17]=1)=[O:7])([CH3:4])([CH3:2])[CH3:3]. The catalyst class is: 1. (3) Reactant: C(OC(=O)[NH:7][C:8]1[CH:13]=[CH:12][C:11]([C:14]2[S:15][CH:16]=[CH:17][CH:18]=2)=[CH:10][C:9]=1[NH:19][C:20](=[O:34])[C:21]1[CH:26]=[CH:25][C:24]([C:27]([OH:33])([C:29](=[O:32])[NH:30][CH3:31])[CH3:28])=[CH:23][CH:22]=1)(C)(C)C.FC(F)(F)C(O)=O. Product: [NH2:7][C:8]1[CH:13]=[CH:12][C:11]([C:14]2[S:15][CH:16]=[CH:17][CH:18]=2)=[CH:10][C:9]=1[NH:19][C:20](=[O:34])[C:21]1[CH:26]=[CH:25][C:24]([C:27]([OH:33])([C:29](=[O:32])[NH:30][CH3:31])[CH3:28])=[CH:23][CH:22]=1. The catalyst class is: 2. (4) Reactant: [OH:1][CH2:2][C:3]([NH:8][C:9]1[CH:14]=[CH:13][C:12]([N+:15]([O-])=O)=[CH:11][CH:10]=1)([CH2:6][OH:7])[CH2:4][OH:5].C1CCCCC=1. Product: [NH2:15][C:12]1[CH:11]=[CH:10][C:9]([NH:8][C:3]([CH2:4][OH:5])([CH2:6][OH:7])[CH2:2][OH:1])=[CH:14][CH:13]=1. The catalyst class is: 386.